Dataset: Full USPTO retrosynthesis dataset with 1.9M reactions from patents (1976-2016). Task: Predict the reactants needed to synthesize the given product. (1) Given the product [CH3:1][N:2]1[CH2:15][CH2:14][C:5]2[N:6]([CH2:19][C:20]([C:22]3[CH:27]=[CH:26][C:25]([F:28])=[CH:24][CH:23]=3)=[O:21])[C:7]3[CH:8]=[CH:9][C:10]([CH3:13])=[CH:11][C:12]=3[C:4]=2[CH2:3]1, predict the reactants needed to synthesize it. The reactants are: [CH3:1][N:2]1[CH2:15][CH2:14][C:5]2[NH:6][C:7]3[CH:8]=[CH:9][C:10]([CH3:13])=[CH:11][C:12]=3[C:4]=2[CH2:3]1.[OH-].[K+].Br[CH2:19][C:20]([C:22]1[CH:27]=[CH:26][C:25]([F:28])=[CH:24][CH:23]=1)=[O:21]. (2) Given the product [CH3:29][C:28]1[CH:27]=[C:26]([CH3:30])[NH:25][C:24](=[O:31])[C:23]=1[CH2:22][NH:21][C:19]([C:4]1[C:5]2[CH:10]=[N:9][N:8]([CH:11]([C:13]3[CH:18]=[CH:17][CH:16]=[CH:15][CH:14]=3)[CH3:12])[C:6]=2[N:7]=[C:2]([C:37]2[CH2:36][C:35]([CH3:49])([CH3:48])[NH:34][C:33]([CH3:50])([CH3:32])[CH:38]=2)[CH:3]=1)=[O:20], predict the reactants needed to synthesize it. The reactants are: Br[C:2]1[CH:3]=[C:4]([C:19]([NH:21][CH2:22][C:23]2[C:24](=[O:31])[NH:25][C:26]([CH3:30])=[CH:27][C:28]=2[CH3:29])=[O:20])[C:5]2[CH:10]=[N:9][N:8]([CH:11]([C:13]3[CH:18]=[CH:17][CH:16]=[CH:15][CH:14]=3)[CH3:12])[C:6]=2[N:7]=1.[CH3:32][C:33]1([CH3:50])[CH2:38][C:37](B2OC(C)(C)C(C)(C)O2)=[CH:36][C:35]([CH3:49])([CH3:48])[NH:34]1.C([O-])([O-])=O.[Na+].[Na+].CO.C(Cl)Cl. (3) Given the product [F:26][C:20]1[CH:21]=[C:22]([F:25])[CH:23]=[CH:24][C:19]=1[N:17]([CH3:18])[C:15]([C:13]1[S:14][C:5]2[C:4]3[CH:3]=[C:2]([NH:31][CH2:30][CH2:29][N:28]([CH3:32])[CH3:27])[CH:11]=[CH:10][C:9]=3[O:8][CH2:7][C:6]=2[CH:12]=1)=[O:16], predict the reactants needed to synthesize it. The reactants are: Br[C:2]1[CH:11]=[CH:10][C:9]2[O:8][CH2:7][C:6]3[CH:12]=[C:13]([C:15]([N:17]([C:19]4[CH:24]=[CH:23][C:22]([F:25])=[CH:21][C:20]=4[F:26])[CH3:18])=[O:16])[S:14][C:5]=3[C:4]=2[CH:3]=1.[CH3:27][N:28]([CH3:32])[CH2:29][CH2:30][NH2:31]. (4) Given the product [CH3:1][O:2][C:3]1[CH:4]=[C:5]([C:15]2[N:16]=[C:17]3[C:23]([C:24](=[O:29])[C:25]([CH3:26])([CH3:28])[CH3:27])=[CH:22][NH:21][C:18]3=[N:19][CH:20]=2)[CH:6]=[C:7]([N:9]2[CH2:10][CH2:11][S:12](=[O:38])[CH2:13][CH2:14]2)[CH:8]=1, predict the reactants needed to synthesize it. The reactants are: [CH3:1][O:2][C:3]1[CH:4]=[C:5]([C:15]2[N:16]=[C:17]3[C:23]([C:24](=[O:29])[C:25]([CH3:28])([CH3:27])[CH3:26])=[CH:22][NH:21][C:18]3=[N:19][CH:20]=2)[CH:6]=[C:7]([N:9]2[CH2:14][CH2:13][S:12][CH2:11][CH2:10]2)[CH:8]=1.C1C=C(Cl)C=C(C(OO)=[O:38])C=1. (5) Given the product [CH2:2]1[NH:1][C:8](=[O:9])[N:4]2[CH2:5][CH2:6][CH2:7][C@@H:3]12, predict the reactants needed to synthesize it. The reactants are: [NH2:1][CH2:2][C@@H:3]1[CH2:7][CH2:6][CH2:5][NH:4]1.[C:8](N1C=CN=C1)(N1C=CN=C1)=[O:9]. (6) Given the product [Cl:8][C:9]1[CH:14]=[CH:13][C:12]([N:15]2[CH2:16][CH2:17][N:18]([C:21]3[N:22]=[C:23]([N:31]4[CH2:35][CH2:34][CH2:33][C@H:32]4[CH2:36][NH:37][C:51]([N:45]4[CH2:50][CH2:49][O:48][CH2:47][CH2:46]4)=[O:52])[C:24]4[S:29](=[O:30])[CH2:28][CH2:27][C:25]=4[N:26]=3)[CH2:19][CH2:20]2)=[CH:11][CH:10]=1, predict the reactants needed to synthesize it. The reactants are: FC(F)(F)C(O)=O.[Cl:8][C:9]1[CH:14]=[CH:13][C:12]([N:15]2[CH2:20][CH2:19][N:18]([C:21]3[N:22]=[C:23]([N:31]4[CH2:35][CH2:34][CH2:33][C@H:32]4[CH2:36][NH2:37])[C:24]4[S:29](=[O:30])[CH2:28][CH2:27][C:25]=4[N:26]=3)[CH2:17][CH2:16]2)=[CH:11][CH:10]=1.C(N(CC)CC)C.[N:45]1([C:51](Cl)=[O:52])[CH2:50][CH2:49][O:48][CH2:47][CH2:46]1.O.